The task is: Predict the product of the given reaction.. This data is from Forward reaction prediction with 1.9M reactions from USPTO patents (1976-2016). (1) The product is: [Cl:26][C:30]1([CH2:48][C:49](=[O:55])[C:50]2[S:51][CH:52]=[CH:53][CH:54]=2)[C:38]2[C:33](=[CH:34][CH:35]=[CH:36][CH:37]=2)[N:32]([CH2:39][C:40]2[CH:45]=[CH:44][C:43]([Cl:46])=[CH:42][CH:41]=2)[C:31]1=[O:47]. Given the reactants O1C2C=CC(C3(O)C4C(=CC=CC=4)N(CC4C=CC([Cl:26])=CC=4)C3=O)=CC=2OC1.O[C:30]1([CH2:48][C:49](=[O:55])[C:50]2[S:51][CH:52]=[CH:53][CH:54]=2)[C:38]2[C:33](=[CH:34][CH:35]=[CH:36][CH:37]=2)[N:32]([CH2:39][C:40]2[CH:45]=[CH:44][C:43]([Cl:46])=[CH:42][CH:41]=2)[C:31]1=[O:47], predict the reaction product. (2) Given the reactants [S:1]1[CH2:6][CH2:5][N:4]([C:7]([C:9]2[N:10]=[C:11]([N:14]3[CH2:17][CH:16]([OH:18])[CH2:15]3)[S:12][CH:13]=2)=[O:8])[CH2:3][CH2:2]1.[CH3:19][S:20](Cl)(=[O:22])=[O:21].C(N(CC)CC)C, predict the reaction product. The product is: [S:1]1[CH2:6][CH2:5][N:4]([C:7]([C:9]2[N:10]=[C:11]([N:14]3[CH2:17][CH:16]([O:18][S:20]([CH3:19])(=[O:22])=[O:21])[CH2:15]3)[S:12][CH:13]=2)=[O:8])[CH2:3][CH2:2]1. (3) Given the reactants [C:1]12[C:7](=[CH:8][CH:9]=[CH:10][CH:11]=1)[NH:6][C:5](=[O:12])[O:4][C:2]2=[O:3].[C:13]1(P([C:14]2[CH:15]=[CH:16]C=[CH:18][CH:13]=2)[C:14]2[CH:15]=[CH:16]C=[CH:18][CH:13]=2)[CH:18]=C[CH:16]=[CH:15][CH:14]=1.[O:32]1CCC(CO)C1.N(C(OC(C)C)=O)=NC(OC(C)C)=O, predict the reaction product. The product is: [O:32]1[CH2:16][CH2:15][CH2:14][CH:13]1[CH2:18][N:6]1[C:7]2[CH:8]=[CH:9][CH:10]=[CH:11][C:1]=2[C:2](=[O:3])[O:4][C:5]1=[O:12]. (4) Given the reactants [CH3:1][NH:2][NH2:3].O.[Br:5][C:6]1[CH:7]=[CH:8][C:9]([F:42])=[C:10]([C@:12]23[CH2:21][O:20][C@@H:19]([CH:22]([CH:28](OC)OC)[CH:23](OC)OC)[CH2:18][C@H:17]2[CH2:16][S:15][C:14]([NH:33]C(=O)C2C=CC=CC=2)=[N:13]3)[CH:11]=1.S(=O)(=O)(O)O, predict the reaction product. The product is: [Br:5][C:6]1[CH:7]=[CH:8][C:9]([F:42])=[C:10]([C@:12]23[CH2:21][O:20][C@@H:19]([C:22]4[CH:23]=[N:3][N:2]([CH3:1])[CH:28]=4)[CH2:18][C@H:17]2[CH2:16][S:15][C:14]([NH2:33])=[N:13]3)[CH:11]=1.